From a dataset of Reaction yield outcomes from USPTO patents with 853,638 reactions. Predict the reaction yield, written as a fraction of the theoretical maximum amount of product (1.0 means a 100% yield; for example, 0.34 means a 34% yield). (1) The reactants are [C:1]([O:9][CH2:10][CH3:11])(=[O:8])[CH2:2][C:3]([O:5][CH2:6][CH3:7])=[O:4].C[O-].[Na+].[F:15][C:16]1[CH:21]=[C:20]([F:22])[CH:19]=[C:18]([F:23])[C:17]=1Br.Cl. The catalyst is O.C(O)C. The product is [F:15][C:16]1[CH:21]=[C:20]([F:22])[CH:19]=[C:18]([F:23])[C:17]=1[CH:2]([C:3]([O:5][CH2:6][CH3:7])=[O:4])[C:1]([O:9][CH2:10][CH3:11])=[O:8]. The yield is 0.810. (2) The reactants are Br[C:2]1[CH:3]=[N:4][CH:5]=[C:6]2[C:11]=1[N:10]=[C:9]([C:12]([NH2:14])=[O:13])[CH:8]=[CH:7]2.[CH3:15][O:16][C:17]1[N:22]=[CH:21][C:20](B(O)O)=[CH:19][CH:18]=1.C(=O)([O-])[O-].[Cs+].[Cs+]. The catalyst is O1CCOCC1.O.C1(P([C-]2C=CC=C2)C2C=CC=CC=2)C=CC=CC=1.[C-]1(P(C2C=CC=CC=2)C2C=CC=CC=2)C=CC=C1.[Fe+2].[Pd](Cl)Cl. The product is [CH3:15][O:16][C:17]1[N:22]=[CH:21][C:20]([C:2]2[CH:3]=[N:4][CH:5]=[C:6]3[C:11]=2[N:10]=[C:9]([C:12]([NH2:14])=[O:13])[CH:8]=[CH:7]3)=[CH:19][CH:18]=1. The yield is 0.760. (3) The reactants are [NH2:1][C:2]1[S:3][C:4]2[C:9]([N:10]=1)=[CH:8][CH:7]=[C:6]([O:11][C:12]1[CH:13]=[CH:14][C:15]([Cl:25])=[C:16]([NH:18][C:19](=[O:24])[C:20]([F:23])([F:22])[F:21])[CH:17]=1)[N:5]=2.[CH:26]1([C:29](Cl)=[O:30])[CH2:28][CH2:27]1.C(=O)([O-])O.[Na+]. The catalyst is N1C=CC=CC=1.C(OCC)(=O)C. The product is [Cl:25][C:15]1[CH:14]=[CH:13][C:12]([O:11][C:6]2[N:5]=[C:4]3[S:3][C:2]([NH:1][C:29]([CH:26]4[CH2:28][CH2:27]4)=[O:30])=[N:10][C:9]3=[CH:8][CH:7]=2)=[CH:17][C:16]=1[NH:18][C:19](=[O:24])[C:20]([F:22])([F:21])[F:23]. The yield is 0.590. (4) The reactants are C([O:8][C:9]1[CH:14]=[CH:13][C:12]([O:15][CH2:16][O:17][CH3:18])=[CH:11][N:10]=1)C1C=CC=CC=1. The catalyst is CCO.[Pd]. The product is [CH3:18][O:17][CH2:16][O:15][C:12]1[CH:13]=[CH:14][C:9]([OH:8])=[N:10][CH:11]=1. The yield is 1.00.